From a dataset of Reaction yield outcomes from USPTO patents with 853,638 reactions. Predict the reaction yield, written as a fraction of the theoretical maximum amount of product (1.0 means a 100% yield; for example, 0.34 means a 34% yield). (1) The reactants are [CH3:1][O-:2].[Na+].[Br:4][C:5]1[C:6](Cl)=[N:7][CH:8]=[N:9][C:10]=1[CH3:11]. The catalyst is CO. The product is [Br:4][C:5]1[C:6]([O:2][CH3:1])=[N:7][CH:8]=[N:9][C:10]=1[CH3:11]. The yield is 0.790. (2) The reactants are [NH2:1][C:2]1[CH:3]=[CH:4][C:5]([O:16][C:17]2[CH:22]=[CH:21][CH:20]=[CH:19][CH:18]=2)=[C:6]([C:8]2[CH:9]=[CH:10][C:11](=[O:15])[N:12]([CH3:14])[CH:13]=2)[CH:7]=1.[C:23]([NH:30][CH2:31][C:32](O)=[O:33])([O:25][C:26]([CH3:29])([CH3:28])[CH3:27])=[O:24].C(N(CC)CC)C.CN(C(ON1N=NC2C=CC=NC1=2)=[N+](C)C)C.F[P-](F)(F)(F)(F)F. The catalyst is CS(C)=O. The product is [CH3:14][N:12]1[C:11](=[O:15])[CH:10]=[CH:9][C:8]([C:6]2[CH:7]=[C:2]([NH:1][C:32](=[O:33])[CH2:31][NH:30][C:23](=[O:24])[O:25][C:26]([CH3:27])([CH3:28])[CH3:29])[CH:3]=[CH:4][C:5]=2[O:16][C:17]2[CH:18]=[CH:19][CH:20]=[CH:21][CH:22]=2)=[CH:13]1. The yield is 0.790.